From a dataset of Reaction yield outcomes from USPTO patents with 853,638 reactions. Predict the reaction yield, written as a fraction of the theoretical maximum amount of product (1.0 means a 100% yield; for example, 0.34 means a 34% yield). (1) The reactants are [NH2:1][N:2]1[C:6]([C:7]([O:9]CC)=O)=[CH:5][CH:4]=[C:3]1[C:12]([O:14][CH2:15][CH3:16])=[O:13].C(O[CH:20](OCC)[CH2:21][C:22]#[N:23])C.Cl.C1CCN2C(=NCCC2)CC1. The catalyst is CCO.CCOC(C)=O. The product is [C:22]([C:21]1[CH:20]=[N:1][N:2]2[C:3]([C:12]([O:14][CH2:15][CH3:16])=[O:13])=[CH:4][CH:5]=[C:6]2[C:7]=1[OH:9])#[N:23]. The yield is 0.450. (2) The reactants are S(Cl)([Cl:3])=O.[Cl:5][C:6]1[S:10][N:9]=[C:8]([CH3:11])[C:7]=1[CH2:12]O. The catalyst is C(Cl)(Cl)Cl. The product is [Cl:3][CH2:12][C:7]1[C:8]([CH3:11])=[N:9][S:10][C:6]=1[Cl:5]. The yield is 1.00. (3) The reactants are [CH3:1][S:2][C:3]1[CH:8]=[CH:7][CH:6]=[CH:5][C:4]=1[C:9]([F:12])([F:11])[F:10].[Br:13]Br.[Cl-].[Al+3].[Cl-].[Cl-].S([O-])([O-])(=O)=S.[Na+].[Na+]. The catalyst is [Fe].C(OCC)(=O)C.O.ClCCl. The product is [Br:13][C:6]1[CH:7]=[CH:8][C:3]([S:2][CH3:1])=[C:4]([C:9]([F:10])([F:11])[F:12])[CH:5]=1. The yield is 0.830. (4) The reactants are [C:1]([C:5]1[CH:23]=[C:8]2[N:9]=[C:10]([CH3:22])[C:11]([CH:14]([CH2:19][CH2:20][CH3:21])[C:15]([O:17][CH3:18])=[O:16])=[C:12](Cl)[N:7]2[N:6]=1)([CH3:4])([CH3:3])[CH3:2].[S:24]1[C:28]2[CH:29]=[CH:30][C:31](B3OC(C)(C)C(C)(C)O3)=[CH:32][C:27]=2[CH:26]=[CH:25]1.C(N(C(C)C)CC)(C)C. The catalyst is COCCOC.O. The product is [C:1]([C:5]1[CH:23]=[C:8]2[N:9]=[C:10]([CH3:22])[C:11]([CH:14]([CH2:19][CH2:20][CH3:21])[C:15]([O:17][CH3:18])=[O:16])=[C:12]([C:31]3[CH:30]=[CH:29][C:28]4[S:24][CH:25]=[CH:26][C:27]=4[CH:32]=3)[N:7]2[N:6]=1)([CH3:4])([CH3:3])[CH3:2]. The yield is 0.960. (5) The reactants are Cl[C:2]1[N:7]=[C:6]([C:8]([O:10][CH3:11])=[O:9])[C:5]([CH3:12])=[CH:4][CH:3]=1.[C:13]1(B(O)O)[CH:18]=[CH:17][CH:16]=[CH:15][CH:14]=1.C([O-])([O-])=O.[K+].[K+].C(Cl)Cl. The catalyst is O1CCOCC1.O. The product is [CH3:12][C:5]1[C:6]([C:8]([O:10][CH3:11])=[O:9])=[N:7][C:2]([C:13]2[CH:18]=[CH:17][CH:16]=[CH:15][CH:14]=2)=[CH:3][CH:4]=1. The yield is 0.805. (6) The reactants are C([O:8][C:9]1[CH:18]=[C:17]2[C:12]([C:13]([O:19][C:20]3[CH:25]=[CH:24][C:23]([N+:26]([O-:28])=[O:27])=[CH:22][C:21]=3[F:29])=[CH:14][CH:15]=[N:16]2)=[CH:11][C:10]=1[O:30][CH3:31])C1C=CC=CC=1. The catalyst is Br.C(O)(=O)C.CCOCC. The product is [F:29][C:21]1[CH:22]=[C:23]([N+:26]([O-:28])=[O:27])[CH:24]=[CH:25][C:20]=1[O:19][C:13]1[C:12]2[C:17](=[CH:18][C:9]([OH:8])=[C:10]([O:30][CH3:31])[CH:11]=2)[N:16]=[CH:15][CH:14]=1. The yield is 0.760. (7) The reactants are [Br:1][C:2]1[CH:8]=[CH:7][C:5]([NH2:6])=[C:4]([C:9]([F:12])([F:11])[F:10])[CH:3]=1.Br[CH2:14][CH2:15][O:16][CH2:17][CH2:18]Br.C(NC(C)C)(C)C.O. The catalyst is CC(N(C)C)=O. The product is [Br:1][C:2]1[CH:8]=[CH:7][C:5]([N:6]2[CH2:18][CH2:17][O:16][CH2:15][CH2:14]2)=[C:4]([C:9]([F:10])([F:11])[F:12])[CH:3]=1. The yield is 0.840. (8) The reactants are [O:1]1[CH:5]=[CH:4][N:3]=[C:2]1[CH:6]([CH:8]1[CH2:17][CH2:16][C:15]2[C:10](=[CH:11][CH:12]=[C:13]([C:18]3[CH:23]=[CH:22][CH:21]=[CH:20][CH:19]=3)[CH:14]=2)[CH2:9]1)[OH:7].[CH3:24][C:25]([Si:28](Cl)([CH3:30])[CH3:29])([CH3:27])[CH3:26].N1C=CN=C1. The catalyst is CN(C=O)C.CCOC(C)=O. The product is [Si:28]([O:7][CH:6]([CH:8]1[CH2:17][CH2:16][C:15]2[C:10](=[CH:11][CH:12]=[C:13]([C:18]3[CH:19]=[CH:20][CH:21]=[CH:22][CH:23]=3)[CH:14]=2)[CH2:9]1)[C:2]1[O:1][CH:5]=[CH:4][N:3]=1)([C:25]([CH3:27])([CH3:26])[CH3:24])([CH3:30])[CH3:29]. The yield is 0.770.